This data is from Human Reference Interactome with 51,813 positive PPI pairs across 8,248 proteins, plus equal number of experimentally-validated negative pairs. The task is: Binary Classification. Given two protein amino acid sequences, predict whether they physically interact or not. (1) Protein 2 (ENSG00000188986) has sequence LAELEGAGERGSGGPRGPAERASGVSAAAPGERAGDGAPSRAVAGASAMFAGLQDLGVANGEDLKETLTNCTEPLKAIEQFQTENGVLLPSLQSALPFLDLHGTPRLEFHQSVFDELRDKLLERVSAIASEGKAEERYKKLEDLLEKSFSLVKMPSLQPVVMCVMKHLPKVPEKKLKLVMADKELYRACAVEVKRQIWQDNQALFGDEVSPLLKQYILEKESALFSTELSVLHNFFSPSPKTRRQGEVVQRLTRMVGKNVKLYDMVLQFLRTLFLRTRNVHYCTLRAELLMSLHDLDVGE.... Result: 0 (the proteins do not interact). Protein 1 (ENSG00000130811) has sequence MPTGDFDSKPSWADQVEEEGEDDKCVTSELLKGIPLATGDTSPEPELLPGAPLPPPKEVINGNIKTVTEYKIDEDGKKFKIVRTFRIETRKASKAVARRKNWKKFGNSEFDPPGPNVATTTVSDDVSMTFITSKEDLNCQEEEDPMNKLKGQKIVSCRICKGDHWTTRCPYKDTLGPMQKELAEQLGLSTGEKEKLPGELEPVQATQNKTGKYVPPSLRDGASRRGESMQPNRRADDNATIRVTNLSEDTRETDLQELFRPFGSISRIYLAKDKTTGQSKGFAFISFHRREDAARAIAGV.... (2) Protein 1 (ENSG00000129566) has sequence MEKLHGHVSAHPDILSLENRCLAMLPDLQPLEKLHQHVSTHSDILSLKNQCLATLPDLKTMEKPHGYVSAHPDILSLENQCLATLSDLKTMEKPHGHVSAHPDILSLENRCLATLSSLKSTVSASPLFQSLQISHMTQADLYRVNNSNCLLSEPPSWRAQHFSKGLDLSTCPIALKSISATETAQEATLGRWFDSEEKKGAETQMPSYSLSLGEEEEVEDLAVKLTSGDSESHPEPTDHVLQEKKMALLSLLCSTLVSEVNMNNTSDPTLAAIFEICRELALLEPEFILKASLYARQQLN.... Protein 2 (ENSG00000136631) has sequence MVYTQSEILQKEVYLFERIDSQNREIMKHLKAICFLRPTKENVDYIIQELRRPKYTIYFIYFSNVISKSDVKSLAEADEQEVVAEVQQVITKEYELFEFRRTEVPPLLLILDRCDDAITPLLNQWTYQAMVHELLGINNNRIDLSRVPGISKDLREVVLSAENDEFYANNMYLNFAEIGSNIKNLMEDFQKKKPKEQQKLESIADMKAFVENYPQFKKMSGTVSKHVTVVGELSRLVSERNLLEVSEVEQELACQNDHSSALQNIKRLLQNPKVTEFDAARLVMLYALHYERHSSNSLPG.... Result: 0 (the proteins do not interact). (3) Protein 1 (ENSG00000005486) has sequence MAASGPGCRSWCLCPEVPSATFFTALLSLLVSGPRLFLLQQPLAPSGLTLKSEALRNWQVYRLVTYIFVYENPISLLCGAIIIWRFAGNFERTVGTVRHCFFTVIFAIFSAIIFLSFEAVSSLSKLGEVEDARGFTPVAFAMLGVTTVRSRMRRALVFGMVVPSVLVPWLLLGASWLIPQTSFLSNVCGLSIGLAYGLTYCYSIDLSERVALKLDQTFPFSLMRRISVFKYVSGSSAERRAAQSRKLNPVPGSYPTQSCHPHLSPSHPVSQTQHASGQKLASWPSCTPGHMPTLPPYQPA.... Protein 2 (ENSG00000278619) has sequence MEVMDVFSTDDLTGFLQTKAQQGWLVAGTVGCPSTEDPQSSEIPIMSCLEFLWERPTLLVLGNEGSGLSQEVQASCQLLLTILPRRQLPPGLESLNVSVAAGILLHSICSQRKGFPTEGERRQLLQDPQEPSARSEGLSMAQHPGLSSGPEKERQNEG*MALLSTVRGATWGRLVTRHFSHAARHGERPGGEELSRLLLDDLVPTSRLELLFGMTPCLLALQAARRSVARLLLQAGKAGLQGKRAELLRMAEARDIPVLRPRRQKLDTMCRYQVHQGVCMEVSPLRPRPWREAGEASPGD.... Result: 1 (the proteins interact). (4) Protein 1 (ENSG00000185982) has sequence MKLFLVLIILLFEVLTDGARLKKCFNKVTGYCRKKCKVGERYEIGCLSGKLCCANDEEEKKHVSFKKPHQHSGEKLSVLQDYIILPTITIFTV*. Protein 2 (ENSG00000175315) has sequence MARSNLPLALGLALVAFCLLALPRDARARPQERMVGELRDLSPDDPQVQKAAQAAVASYNMGSNSIYYFRDTHIIKAQSQLVAGIKYFLTMEMGSTDCRKTRVTGDHVDLTTCPLAAGAQQEKLRCDFEVLVVPWQNSSQLLKHNCVQM*. Result: 0 (the proteins do not interact).